Dataset: NCI-60 drug combinations with 297,098 pairs across 59 cell lines. Task: Regression. Given two drug SMILES strings and cell line genomic features, predict the synergy score measuring deviation from expected non-interaction effect. (1) Drug 1: CC1=C(C(=O)C2=C(C1=O)N3CC4C(C3(C2COC(=O)N)OC)N4)N. Drug 2: C(CN)CNCCSP(=O)(O)O. Cell line: NCI-H226. Synergy scores: CSS=22.1, Synergy_ZIP=-6.45, Synergy_Bliss=-4.00, Synergy_Loewe=-41.6, Synergy_HSA=0.291. (2) Drug 1: CCC(=C(C1=CC=CC=C1)C2=CC=C(C=C2)OCCN(C)C)C3=CC=CC=C3.C(C(=O)O)C(CC(=O)O)(C(=O)O)O. Drug 2: CC1=C(N=C(N=C1N)C(CC(=O)N)NCC(C(=O)N)N)C(=O)NC(C(C2=CN=CN2)OC3C(C(C(C(O3)CO)O)O)OC4C(C(C(C(O4)CO)O)OC(=O)N)O)C(=O)NC(C)C(C(C)C(=O)NC(C(C)O)C(=O)NCCC5=NC(=CS5)C6=NC(=CS6)C(=O)NCCC[S+](C)C)O. Cell line: MOLT-4. Synergy scores: CSS=20.8, Synergy_ZIP=-0.205, Synergy_Bliss=1.88, Synergy_Loewe=-27.2, Synergy_HSA=-0.515. (3) Drug 1: C1CC(C1)(C(=O)O)C(=O)O.[NH2-].[NH2-].[Pt+2]. Drug 2: CC1C(C(CC(O1)OC2CC(OC(C2O)C)OC3=CC4=CC5=C(C(=O)C(C(C5)C(C(=O)C(C(C)O)O)OC)OC6CC(C(C(O6)C)O)OC7CC(C(C(O7)C)O)OC8CC(C(C(O8)C)O)(C)O)C(=C4C(=C3C)O)O)O)O. Cell line: CAKI-1. Synergy scores: CSS=50.1, Synergy_ZIP=-5.83, Synergy_Bliss=-12.6, Synergy_Loewe=-7.31, Synergy_HSA=-7.49. (4) Synergy scores: CSS=18.7, Synergy_ZIP=-1.13, Synergy_Bliss=2.97, Synergy_Loewe=4.75, Synergy_HSA=6.76. Cell line: SW-620. Drug 2: C1C(C(OC1N2C=NC(=NC2=O)N)CO)O. Drug 1: C1=NC2=C(N=C(N=C2N1C3C(C(C(O3)CO)O)F)Cl)N. (5) Drug 1: CNC(=O)C1=NC=CC(=C1)OC2=CC=C(C=C2)NC(=O)NC3=CC(=C(C=C3)Cl)C(F)(F)F. Drug 2: C(CC(=O)O)C(=O)CN.Cl. Cell line: A498. Synergy scores: CSS=-5.33, Synergy_ZIP=-0.0101, Synergy_Bliss=0.141, Synergy_Loewe=-7.35, Synergy_HSA=-4.48. (6) Drug 1: C1=C(C(=O)NC(=O)N1)N(CCCl)CCCl. Drug 2: CS(=O)(=O)OCCCCOS(=O)(=O)C. Cell line: NCI-H522. Synergy scores: CSS=24.3, Synergy_ZIP=-12.0, Synergy_Bliss=-2.16, Synergy_Loewe=-5.45, Synergy_HSA=-0.164.